The task is: Predict the reactants needed to synthesize the given product.. This data is from Full USPTO retrosynthesis dataset with 1.9M reactions from patents (1976-2016). (1) The reactants are: Cl[CH2:2][CH2:3][CH2:4][O:5][C:6]1[N:10]([CH3:11])[N:9]=[C:8]([C:12]([O:14][CH3:15])=[O:13])[CH:7]=1.Cl.[S:17]1[CH:21]=[CH:20][C:19]2[C:22]([N:26]3[CH2:31][CH2:30][NH:29][CH2:28][CH2:27]3)=[CH:23][CH:24]=[CH:25][C:18]1=2.C(=O)([O-])[O-].[K+].[K+].[I-].[Na+]. Given the product [S:17]1[CH:21]=[CH:20][C:19]2[C:22]([N:26]3[CH2:31][CH2:30][N:29]([CH2:2][CH2:3][CH2:4][O:5][C:6]4[N:10]([CH3:11])[N:9]=[C:8]([C:12]([O:14][CH3:15])=[O:13])[CH:7]=4)[CH2:28][CH2:27]3)=[CH:23][CH:24]=[CH:25][C:18]1=2, predict the reactants needed to synthesize it. (2) Given the product [F:23][C:18]([F:24])([C:15]1[CH:14]=[CH:13][C:12]([C@H:6]2[O:7][C@@H:3]([CH2:1][OH:2])[CH2:4][CH2:5]2)=[CH:17][CH:16]=1)[C:19]([F:20])([F:22])[F:21].[Br:11][C:12]1[CH:13]=[CH:14][C:15]([C:18]([F:23])([F:24])[C:19]([F:20])([F:21])[F:22])=[CH:16][CH:17]=1, predict the reactants needed to synthesize it. The reactants are: [CH:1]([C:3]1[O:7][C:6](B(O)O)=[CH:5][CH:4]=1)=[O:2].[Br:11][C:12]1[CH:17]=[CH:16][C:15]([C:18]([F:24])([F:23])[C:19]([F:22])([F:21])[F:20])=[CH:14][CH:13]=1. (3) The reactants are: [Br:1][C:2]1[C:3]([CH:7]2[CH2:9][CH2:8]2)=[N:4][NH:5][CH:6]=1.N1C=CC=CC=1.[S:16](Cl)([C:19]1[CH:25]=[CH:24][C:22]([CH3:23])=[CH:21][CH:20]=1)(=[O:18])=[O:17]. Given the product [Br:1][C:2]1[C:3]([CH:7]2[CH2:9][CH2:8]2)=[N:4][N:5]([S:16]([C:19]2[CH:25]=[CH:24][C:22]([CH3:23])=[CH:21][CH:20]=2)(=[O:18])=[O:17])[CH:6]=1, predict the reactants needed to synthesize it. (4) Given the product [ClH:29].[NH:8]1[CH2:11][CH:10]([O:12]/[N:13]=[C:14](\[CH3:22])/[CH2:15][C:16]2[N:17]=[CH:18][CH:19]=[CH:20][N:21]=2)[CH2:9]1, predict the reactants needed to synthesize it. The reactants are: C1(C(C2C=CC=CC=2)[N:8]2[CH2:11][CH:10]([O:12]/[N:13]=[C:14](\[CH3:22])/[CH2:15][C:16]3[N:21]=[CH:20][CH:19]=[CH:18][N:17]=3)[CH2:9]2)C=CC=CC=1.[Cl:29]CCCl.ClC(OC(Cl)=O)C. (5) Given the product [F:27][C:24]([F:25])([F:26])[C:21]1[CH:20]=[CH:19][C:18]([CH2:17][C@H:9]2[CH2:8][C@@H:7]([C:5]3[O:4][NH:3][C:2](=[O:1])[CH:6]=3)[CH2:12][CH2:11][NH:10]2)=[CH:23][CH:22]=1, predict the reactants needed to synthesize it. The reactants are: [O:1]=[C:2]1[CH:6]=[C:5]([C@H:7]2[CH2:12][CH2:11][N:10](C(OC)=O)[C@@H:9]([CH2:17][C:18]3[CH:23]=[CH:22][C:21]([C:24]([F:27])([F:26])[F:25])=[CH:20][CH:19]=3)[CH2:8]2)[O:4][NH:3]1.Br. (6) Given the product [CH3:45][O:49][CH2:2][C@H:3]([N:8]1[CH2:16][C:15]2[C:10](=[CH:11][CH:12]=[C:13]([C:17]3[CH:22]=[CH:21][C:20]([NH:23][C:24]([NH:26][C:27]4[CH:32]=[CH:31][CH:30]=[C:29]([C:33]([F:34])([F:36])[F:35])[CH:28]=4)=[O:25])=[CH:19][CH:18]=3)[CH:14]=2)[C:9]1=[O:37])[C:4]([O:6][CH3:7])=[O:5], predict the reactants needed to synthesize it. The reactants are: C[CH:2](C)[C@@H:3]([N:8]1[CH2:16][C:15]2[C:10](=[CH:11][CH:12]=[C:13]([C:17]3[CH:22]=[CH:21][C:20]([NH:23][C:24]([NH:26][C:27]4[CH:32]=[CH:31][CH:30]=[C:29]([C:33]([F:36])([F:35])[F:34])[CH:28]=4)=[O:25])=[CH:19][CH:18]=3)[CH:14]=2)[C:9]1=[O:37])[C:4]([O:6][CH3:7])=[O:5].BrC1C=C2C(=CC=1)[C:45](=[O:49])N([C@@H](COC)C(OC)=O)C2.CC1(C)C(C)(C)OB(C2C=CC(NC(NC3C=CC=C(C(F)(F)F)C=3)=O)=CC=2)O1.